This data is from Forward reaction prediction with 1.9M reactions from USPTO patents (1976-2016). The task is: Predict the product of the given reaction. (1) Given the reactants C(OC([C@@H:11]([CH2:39][C:40]1[CH:45]=[CH:44][CH:43]=[CH:42][CH:41]=1)[C@@H:12]([C@H:21]1[CH2:25][C@@H:24]([S:26]([CH2:29][CH2:30][CH3:31])(=[O:28])=[O:27])[CH2:23][N:22]1C(OC(C)(C)C)=O)[O:13][Si](C(C)(C)C)(C)C)=O)C1C=CC=CC=1.[C:46]([NH:49][C@:50]1([C@@H:105]([CH2:107][CH3:108])[CH3:106])[CH2:54][CH2:53][N:52]([C@@H:55]([CH2:96][CH2:97][C:98]2[CH:103]=[CH:102][CH:101]=[CH:100][CH:99]=2)[C:56]([NH:58][C@@H](CC2C=C(F)C=C(F)C=2)[C@@H]([C@H]2C[C@H](OC3C=CC=CN=3)CN2C(C2C=CC=CC=2)C2C=CC=CC=2)O)=[O:57])[C:51]1=[O:104])(=[O:48])[CH3:47].OOS([O-])=O.[K+], predict the reaction product. The product is: [C:46]([NH:49][C@:50]1([C@@H:105]([CH2:107][CH3:108])[CH3:106])[CH2:54][CH2:53][N:52]([C@@H:55]([CH2:96][CH2:97][C:98]2[CH:103]=[CH:102][CH:101]=[CH:100][CH:99]=2)[C:56]([NH:58][C@@H:11]([CH2:39][C:40]2[CH:41]=[CH:42][CH:43]=[CH:44][CH:45]=2)[C@H:12]([OH:13])[C@H:21]2[CH2:25][C@@H:24]([S:26]([CH2:29][CH2:30][CH3:31])(=[O:27])=[O:28])[CH2:23][NH:22]2)=[O:57])[C:51]1=[O:104])(=[O:48])[CH3:47]. (2) Given the reactants [F:1][C:2]1[CH:10]=[CH:9][C:8]([CH2:11][C:12]2[C:21]3[C:16](=[CH:17][CH:18]=[CH:19][CH:20]=3)[C:15](=[O:22])[NH:14][N:13]=2)=[CH:7][C:3]=1[C:4](O)=[O:5].F[P-](F)(F)(F)(F)F.N1(OC(N(C)C)=[N+](C)C)C2C=CC=CC=2N=N1.C(N(C(C)C)C(C)C)C.[CH:56]1([O:60][CH:61]2[CH2:66][CH2:65][NH:64][CH2:63][CH2:62]2)[CH2:59][CH2:58][CH2:57]1, predict the reaction product. The product is: [CH:56]1([O:60][CH:61]2[CH2:66][CH2:65][N:64]([C:4]([C:3]3[CH:7]=[C:8]([CH:9]=[CH:10][C:2]=3[F:1])[CH2:11][C:12]3[C:21]4[C:16](=[CH:17][CH:18]=[CH:19][CH:20]=4)[C:15](=[O:22])[NH:14][N:13]=3)=[O:5])[CH2:63][CH2:62]2)[CH2:59][CH2:58][CH2:57]1.